Dataset: Forward reaction prediction with 1.9M reactions from USPTO patents (1976-2016). Task: Predict the product of the given reaction. (1) Given the reactants [N:1]([C:4]1[CH:9]=[CH:8][CH:7]=[CH:6][CH:5]=1)=[C:2]=S.[Cl:10][C:11]1[CH:12]=[C:13]([CH:29]=[CH:30][C:31]=1[Cl:32])[CH2:14][N:15]1[CH2:20][CH2:19][CH:18]([NH:21][C:22](=[O:28])[CH2:23][C:24]([NH:26][NH2:27])=[O:25])[CH2:17][CH2:16]1, predict the reaction product. The product is: [Cl:10][C:11]1[CH:12]=[C:13]([CH:29]=[CH:30][C:31]=1[Cl:32])[CH2:14][N:15]1[CH2:16][CH2:17][CH:18]([NH:21][C:22](=[O:28])[CH2:23][C:24]2[O:25][C:2]([NH:1][C:4]3[CH:9]=[CH:8][CH:7]=[CH:6][CH:5]=3)=[N:27][N:26]=2)[CH2:19][CH2:20]1. (2) Given the reactants [C:1]([O-:9])(=[O:8])[C:2]1[CH:7]=[CH:6][CH:5]=[CH:4][CH:3]=1.[C:10]([OH:17])(=[O:16])/[CH:11]=[CH:12]\[C:13]([OH:15])=[O:14], predict the reaction product. The product is: [C:10]([OH:17])(=[O:16])/[CH:11]=[CH:12]\[C:13]([OH:15])=[O:14].[C:1]([OH:9])(=[O:8])[C:2]1[CH:7]=[CH:6][CH:5]=[CH:4][CH:3]=1. (3) The product is: [CH2:27]([O:29][C:30](=[O:52])[CH2:31][N:32]1[C:40]2[C:35](=[CH:36][CH:37]=[CH:38][CH:39]=2)[C:34]([C:41]2[CH:42]=[C:43]3[C:47](=[CH:48][C:49]=2[OH:50])[CH2:46][CH2:45][CH2:44]3)([CH2:5][OH:16])[C:33]1=[O:51])[CH3:28]. Given the reactants BrC1C=CC=C2C=1C(C1C(O)=CC3OCOC=3C=1)[C:5](=[O:16])N2CCCCC.[CH2:27]([O:29][C:30](=[O:52])[CH2:31][N:32]1[C:40]2[C:35](=[CH:36][CH:37]=[CH:38][CH:39]=2)[CH:34]([C:41]2[CH:42]=[C:43]3[C:47](=[CH:48][C:49]=2[OH:50])[CH2:46][CH2:45][CH2:44]3)[C:33]1=[O:51])[CH3:28], predict the reaction product. (4) Given the reactants [C:1]([O:5][C:6](=[O:39])[NH:7][C@@H:8]1[C:26](=[O:27])[N:25]2[C@@H:21]([CH2:22][C@@H:23]([NH2:28])[CH2:24]2)[C:20](=[O:29])[NH:19][C@@:18]2([C:30]([NH:32][S:33]([CH:36]3[CH2:38][CH2:37]3)(=[O:35])=[O:34])=[O:31])[C@@H:16]([CH2:17]2)[CH:15]=[CH:14][CH2:13][CH2:12][CH2:11][CH2:10][CH2:9]1)([CH3:4])([CH3:3])[CH3:2].[Cl:40][C:41]1[C:42]2[CH:52]=[CH:51][CH:50]=[CH:49][C:43]=2[S:44][C:45]=1[C:46](Cl)=[O:47].CCN(C(C)C)C(C)C, predict the reaction product. The product is: [C:1]([O:5][C:6](=[O:39])[NH:7][C@@H:8]1[C:26](=[O:27])[N:25]2[C@@H:21]([CH2:22][C@@H:23]([NH:28][C:46]([C:45]3[S:44][C:43]4[CH:49]=[CH:50][CH:51]=[CH:52][C:42]=4[C:41]=3[Cl:40])=[O:47])[CH2:24]2)[C:20](=[O:29])[NH:19][C@@:18]2([C:30]([NH:32][S:33]([CH:36]3[CH2:38][CH2:37]3)(=[O:34])=[O:35])=[O:31])[C@@H:16]([CH2:17]2)[CH:15]=[CH:14][CH2:13][CH2:12][CH2:11][CH2:10][CH2:9]1)([CH3:4])([CH3:2])[CH3:3]. (5) Given the reactants [NH2:1][C:2]1[CH:7]=[CH:6][C:5]([C:8]2[CH:13]=[CH:12][C:11]([CH:14]([N:22]([CH3:39])[C:23](=[O:38])[CH2:24][N:25]3[C:30]4[CH:31]=[C:32]([Cl:36])[C:33]([Cl:35])=[CH:34][C:29]=4[O:28][CH2:27][C:26]3=[O:37])[CH2:15][N:16]3[CH2:21][CH2:20][O:19][CH2:18][CH2:17]3)=[CH:10][CH:9]=2)=[CH:4][CH:3]=1.[CH2:40]([S:42](Cl)(=[O:44])=[O:43])[CH3:41].C(N(CC)CC)C, predict the reaction product. The product is: [Cl:36][C:32]1[C:33]([Cl:35])=[CH:34][C:29]2[O:28][CH2:27][C:26](=[O:37])[N:25]([CH2:24][C:23]([N:22]([CH:14]([C:11]3[CH:12]=[CH:13][C:8]([C:5]4[CH:4]=[CH:3][C:2]([NH:1][S:42]([CH2:40][CH3:41])(=[O:44])=[O:43])=[CH:7][CH:6]=4)=[CH:9][CH:10]=3)[CH2:15][N:16]3[CH2:17][CH2:18][O:19][CH2:20][CH2:21]3)[CH3:39])=[O:38])[C:30]=2[CH:31]=1. (6) Given the reactants [Br:1][C:2]1[CH:3]=[CH:4][C:5]2[C:9](=O)[CH2:8][S:7](=[O:12])(=[O:11])[C:6]=2[CH:13]=1.[C-]#[N:15].[K+].[C:17](=[O:20])([O-])[O-].[NH4+].[NH4+].[CH:23]([NH2:25])=[O:24], predict the reaction product. The product is: [Br:1][C:2]1[CH:3]=[CH:4][C:5]2[C:9]3([C:23](=[O:24])[NH:25][C:17](=[O:20])[NH:15]3)[CH2:8][S:7](=[O:12])(=[O:11])[C:6]=2[CH:13]=1. (7) Given the reactants [CH2:1]([O:3][C:4]1[CH:13]=[CH:12][C:7]2[N:8]=[C:9]([NH2:11])[S:10][C:6]=2[CH:5]=1)[CH3:2].[Cl:14][C:15]1[CH:16]=[C:17]([CH:21]=[CH:22][C:23]=1[F:24])[C:18](Cl)=[O:19].Br[CH:26]([CH2:31][CH3:32])[C:27]([O:29]C)=[O:28].COC1C=CC2N=C(N)SC=2C=1.ClC1C=C(C=CC=1)C(Cl)=O.BrCC(OCC)=O, predict the reaction product. The product is: [Cl:14][C:15]1[CH:16]=[C:17]([CH:21]=[CH:22][C:23]=1[F:24])[C:18]([N:11]=[C:9]1[N:8]([CH:26]([CH2:31][CH3:32])[C:27]([OH:29])=[O:28])[C:7]2[CH:12]=[CH:13][C:4]([O:3][CH2:1][CH3:2])=[CH:5][C:6]=2[S:10]1)=[O:19].